This data is from Catalyst prediction with 721,799 reactions and 888 catalyst types from USPTO. The task is: Predict which catalyst facilitates the given reaction. Reactant: [CH3:1][O:2][C:3]1[CH:4]=[C:5]([C:11]2[C:19]3[C:14](=[CH:15][CH:16]=[C:17]([C:20]#[N:21])[CH:18]=3)[N:13](C3CCCCO3)[N:12]=2)[CH:6]=[CH:7][C:8]=1[O:9][CH3:10].Cl.O. Product: [CH3:1][O:2][C:3]1[CH:4]=[C:5]([C:11]2[C:19]3[C:14](=[CH:15][CH:16]=[C:17]([C:20]#[N:21])[CH:18]=3)[NH:13][N:12]=2)[CH:6]=[CH:7][C:8]=1[O:9][CH3:10]. The catalyst class is: 5.